From a dataset of Forward reaction prediction with 1.9M reactions from USPTO patents (1976-2016). Predict the product of the given reaction. (1) Given the reactants Cl[C:2]1[C:11]2[N:12]=[C:13]([NH:16][CH3:17])[N:14]([CH3:15])[C:10]=2[C:9]2[CH:8]=[CH:7][CH:6]=[CH:5][C:4]=2[N:3]=1.[NH3:18], predict the reaction product. The product is: [CH3:17][NH:16][C:13]1[N:14]([CH3:15])[C:10]2[C:9]3[CH:8]=[CH:7][CH:6]=[CH:5][C:4]=3[N:3]=[C:2]([NH2:18])[C:11]=2[N:12]=1. (2) Given the reactants [Br:1][C:2]1[CH:3]=[CH:4][C:5](F)=[N:6][CH:7]=1.[CH3:9][N:10]([CH:12]1[CH2:17][CH2:16][NH:15][CH2:14][CH2:13]1)[CH3:11], predict the reaction product. The product is: [Br:1][C:2]1[CH:3]=[CH:4][C:5]([N:15]2[CH2:16][CH2:17][CH:12]([N:10]([CH3:11])[CH3:9])[CH2:13][CH2:14]2)=[N:6][CH:7]=1. (3) Given the reactants [CH3:1][O:2][C:3]1[CH:4]=[C:5]([CH:9]2[CH2:14][CH2:13][CH2:12][CH2:11][CH:10]2[C:15](O)=O)[CH:6]=[CH:7][CH:8]=1.C(Cl)Cl.C(Cl)(=O)[C:22](Cl)=[O:23].Cl, predict the reaction product. The product is: [CH3:1][O:2][C:3]1[CH:4]=[C:5]2[C:6](=[CH:7][CH:8]=1)[C:22](=[O:23])[CH2:15][CH:10]1[CH:9]2[CH2:14][CH2:13][CH2:12][CH2:11]1.